From a dataset of Full USPTO retrosynthesis dataset with 1.9M reactions from patents (1976-2016). Predict the reactants needed to synthesize the given product. Given the product [C:16]([O:15][CH2:12][C:11]([CH2:27][CH2:28][CH:29]([CH3:31])[CH3:30])([CH:24]([CH3:25])[CH3:26])[CH2:10][O:9][C:1](=[O:8])[C:2]1[CH:7]=[CH:6][CH:5]=[CH:4][CH:3]=1)(=[O:23])[C:17]1[CH:18]=[CH:19][CH:20]=[CH:21][CH:22]=1, predict the reactants needed to synthesize it. The reactants are: [C:1]([O:9][CH2:10][C:11]([CH2:27][CH2:28][CH:29]([CH3:31])[CH3:30])([CH:24]([CH3:26])[CH3:25])[CH:12]([O:15][C:16](=[O:23])[C:17]1[CH:22]=[CH:21][CH:20]=[CH:19][CH:18]=1)CC)(=[O:8])[C:2]1[CH:7]=[CH:6][CH:5]=[CH:4][CH:3]=1.[Mg].